From a dataset of Full USPTO retrosynthesis dataset with 1.9M reactions from patents (1976-2016). Predict the reactants needed to synthesize the given product. The reactants are: C[O:2][C:3]1[N:8]=[C:7]([C:9]2[S:10][CH:11]=[CH:12][N:13]=2)[CH:6]=[CH:5][CH:4]=1.C(N(C(C)C)CC)(C)C.[F:23][C:24]([F:43])([F:42])[S:25](N(C1C=CC=CC=1)[S:25]([C:24]([F:43])([F:42])[F:23])(=[O:27])=[O:26])(=[O:27])=[O:26]. Given the product [F:23][C:24]([F:43])([F:42])[S:25]([O:2][C:3]1[CH:4]=[CH:5][CH:6]=[C:7]([C:9]2[S:10][CH:11]=[CH:12][N:13]=2)[N:8]=1)(=[O:27])=[O:26], predict the reactants needed to synthesize it.